This data is from Forward reaction prediction with 1.9M reactions from USPTO patents (1976-2016). The task is: Predict the product of the given reaction. (1) Given the reactants [CH2:1]([O:4][C:5]1[CH:10]=[CH:9][C:8]([C:11]2[CH:15]=[C:14]([CH2:16][C:17]([O:19][CH2:20][CH3:21])=[O:18])[O:13][N:12]=2)=[C:7]([C:22]([F:25])([F:24])[F:23])[CH:6]=1)[CH2:2][CH3:3].C1C(=O)N([Br:33])C(=O)C1.CC(N=NC(C#N)(C)C)(C#N)C, predict the reaction product. The product is: [Br:33][CH:16]([C:14]1[O:13][N:12]=[C:11]([C:8]2[CH:9]=[CH:10][C:5]([O:4][CH2:1][CH2:2][CH3:3])=[CH:6][C:7]=2[C:22]([F:24])([F:25])[F:23])[CH:15]=1)[C:17]([O:19][CH2:20][CH3:21])=[O:18]. (2) The product is: [Cl:26][C:27]1[CH:35]=[CH:34][C:33]([O:36][CH3:37])=[CH:32][C:28]=1[C:29]([NH:25][C:22]1[CH:23]=[N:24][C:19]([NH:18][C:15]2[CH:14]=[CH:13][C:12]([S:9]([CH2:8][CH2:7][CH2:6][N:1]3[CH2:2][CH2:3][CH2:4][CH2:5]3)(=[O:10])=[O:11])=[CH:17][CH:16]=2)=[N:20][CH:21]=1)=[O:30]. Given the reactants [N:1]1([CH2:6][CH2:7][CH2:8][S:9]([C:12]2[CH:17]=[CH:16][C:15]([NH:18][C:19]3[N:24]=[CH:23][C:22]([NH2:25])=[CH:21][N:20]=3)=[CH:14][CH:13]=2)(=[O:11])=[O:10])[CH2:5][CH2:4][CH2:3][CH2:2]1.[Cl:26][C:27]1[CH:35]=[CH:34][C:33]([O:36][CH3:37])=[CH:32][C:28]=1[C:29](O)=[O:30].C(Cl)CCl, predict the reaction product. (3) Given the reactants C1(S([N:10]2[C:14]3=[CH:15][N:16]=[CH:17][C:18]([C:19]4[N:20]=[C:21]([N:41]5[CH2:46][CH2:45][O:44][CH2:43][CH2:42]5)[C:22]5[S:27][C:26]([CH2:28][N:29]6[CH2:34][CH2:33][N:32]([C:35]([CH3:40])([CH3:39])[C:36]([NH2:38])=[O:37])[CH2:31][CH2:30]6)=[CH:25][C:23]=5[N:24]=4)=[C:13]3[CH:12]=[C:11]2[CH3:47])(=O)=O)C=CC=CC=1, predict the reaction product. The product is: [CH3:40][C:35]([N:32]1[CH2:31][CH2:30][N:29]([CH2:28][C:26]2[S:27][C:22]3[C:21]([N:41]4[CH2:46][CH2:45][O:44][CH2:43][CH2:42]4)=[N:20][C:19]([C:18]4[CH:17]=[N:16][CH:15]=[C:14]5[NH:10][C:11]([CH3:47])=[CH:12][C:13]=45)=[N:24][C:23]=3[CH:25]=2)[CH2:34][CH2:33]1)([CH3:39])[C:36]([NH2:38])=[O:37]. (4) Given the reactants [Cl:1][C:2]1[CH:3]=[C:4]([CH:6]=[C:7]([Cl:9])[CH:8]=1)[NH2:5].[CH2:10]([C:12](=O)[C:13]([O-:15])=[O:14])[CH3:11].[CH2:17]1[C:26]2[C:21](=[CH:22][CH:23]=[CH:24][CH:25]=2)[CH:20]=CC1.F[C:28](F)(F)[C:29](O)=O, predict the reaction product. The product is: [CH2:28]([O:15][C:13]([CH:12]1[CH:10]2[CH:20]([C:21]3[CH:22]=[CH:23][CH:24]=[CH:25][C:26]=3[CH2:17][CH2:11]2)[C:3]2[C:2]([Cl:1])=[CH:8][C:7]([Cl:9])=[CH:6][C:4]=2[NH:5]1)=[O:14])[CH3:29].